From a dataset of TCR-epitope binding with 47,182 pairs between 192 epitopes and 23,139 TCRs. Binary Classification. Given a T-cell receptor sequence (or CDR3 region) and an epitope sequence, predict whether binding occurs between them. (1) The epitope is KMKDLSPRW. The TCR CDR3 sequence is CASSPGGNEQFF. Result: 0 (the TCR does not bind to the epitope). (2) The epitope is RLDKVEAEV. The TCR CDR3 sequence is CASSPHRIVYEQYF. Result: 0 (the TCR does not bind to the epitope). (3) The epitope is KLGGALQAK. The TCR CDR3 sequence is CASSFSGSHLETQYF. Result: 0 (the TCR does not bind to the epitope).